This data is from Forward reaction prediction with 1.9M reactions from USPTO patents (1976-2016). The task is: Predict the product of the given reaction. (1) Given the reactants C(OC(=O)[NH:7][C@@H:8]1[C:14](=[O:15])[NH:13][C:12]2[CH:16]=[CH:17][CH:18]=[CH:19][C:11]=2[NH:10][CH2:9]1)(C)(C)C.[ClH:21], predict the reaction product. The product is: [ClH:21].[NH2:7][C@@H:8]1[C:14](=[O:15])[NH:13][C:12]2[CH:16]=[CH:17][CH:18]=[CH:19][C:11]=2[NH:10][CH2:9]1. (2) Given the reactants [CH3:1][O:2][C:3](=[O:36])[NH:4][CH:5]([C:9]([N:11]1[CH2:15][CH2:14][CH2:13][CH:12]1[C:16]1[N:17]([CH2:28][O:29][CH2:30][CH2:31][Si:32]([CH3:35])([CH3:34])[CH3:33])[C:18]([C:21]2[CH:26]=[CH:25][C:24](Br)=[CH:23][CH:22]=2)=[CH:19][N:20]=1)=[O:10])[CH:6]([CH3:8])[CH3:7].[C:37]([N:47]1[CH2:52][CH2:51][NH:50][CH2:49][CH2:48]1)([O:39][CH2:40][C:41]1[CH:46]=[CH:45][CH:44]=[CH:43][CH:42]=1)=[O:38].CC([O-])(C)C.[Na+], predict the reaction product. The product is: [CH2:40]([O:39][C:37]([N:47]1[CH2:52][CH2:51][N:50]([C:24]2[CH:25]=[CH:26][C:21]([C:18]3[N:17]([CH2:28][O:29][CH2:30][CH2:31][Si:32]([CH3:35])([CH3:34])[CH3:33])[C:16]([CH:12]4[CH2:13][CH2:14][CH2:15][N:11]4[C:9](=[O:10])[CH:5]([NH:4][C:3]([O:2][CH3:1])=[O:36])[CH:6]([CH3:8])[CH3:7])=[N:20][CH:19]=3)=[CH:22][CH:23]=2)[CH2:49][CH2:48]1)=[O:38])[C:41]1[CH:46]=[CH:45][CH:44]=[CH:43][CH:42]=1.